From a dataset of Forward reaction prediction with 1.9M reactions from USPTO patents (1976-2016). Predict the product of the given reaction. (1) Given the reactants [NH2:1][C:2]1[CH:3]=[C:4]([C:8]2[C:17]3[C:12](=[C:13]([C:18]4[CH:23]=[CH:22][CH:21]=[CH:20][CH:19]=4)[CH:14]=[CH:15][CH:16]=3)[C:11]([NH:24][CH2:25][C:26]3[CH:31]=[CH:30][CH:29]=[CH:28][CH:27]=3)=[N:10][N:9]=2)[CH:5]=[N:6][CH:7]=1.N1C=CC=CC=1.[C:38](Cl)(=[O:43])[O:39][CH:40]([CH3:42])[CH3:41], predict the reaction product. The product is: [CH2:25]([NH:24][C:11]1[C:12]2[C:17](=[CH:16][CH:15]=[CH:14][C:13]=2[C:18]2[CH:23]=[CH:22][CH:21]=[CH:20][CH:19]=2)[C:8]([C:4]2[CH:3]=[C:2]([NH:1][C:38](=[O:43])[O:39][CH:40]([CH3:42])[CH3:41])[CH:7]=[N:6][CH:5]=2)=[N:9][N:10]=1)[C:26]1[CH:31]=[CH:30][CH:29]=[CH:28][CH:27]=1. (2) Given the reactants [NH2:1][C:2]1[CH:7]=[CH:6][CH:5]=[C:4]([Br:8])[C:3]=1[CH2:9][OH:10].N1C=CN=C1.[CH3:16][C:17]([Si:20](Cl)([CH3:22])[CH3:21])([CH3:19])[CH3:18], predict the reaction product. The product is: [Br:8][C:4]1[C:3]([CH2:9][O:10][Si:20]([C:17]([CH3:19])([CH3:18])[CH3:16])([CH3:22])[CH3:21])=[C:2]([CH:7]=[CH:6][CH:5]=1)[NH2:1].